This data is from TCR-epitope binding with 47,182 pairs between 192 epitopes and 23,139 TCRs. The task is: Binary Classification. Given a T-cell receptor sequence (or CDR3 region) and an epitope sequence, predict whether binding occurs between them. (1) The epitope is FQPTNGVGY. The TCR CDR3 sequence is CASSVELALREQYF. Result: 1 (the TCR binds to the epitope). (2) The epitope is RLRAEAQVK. The TCR CDR3 sequence is CASRVGNTEAFF. Result: 1 (the TCR binds to the epitope).